From a dataset of Full USPTO retrosynthesis dataset with 1.9M reactions from patents (1976-2016). Predict the reactants needed to synthesize the given product. Given the product [OH:68][C:65]1[CH:64]=[C:63]2[C:62](=[CH:67][CH:66]=1)[C:61]([C:51]1[CH:50]=[CH:49][CH:54]=[CH:53][C:52]=1[C:58]([OH:60])=[O:59])=[C:71]1[C:70](=[CH:75][C:74](=[O:76])[CH:73]=[CH:72]1)[O:69]2, predict the reactants needed to synthesize it. The reactants are: NCCCCCC(N[C@@H](CC(C)C)C(NCC(N[C@@H](CCCCNC(=O)C(F)(F)F)C(N[C@@H](CC1C=CC=CC=1)C(NC)=O)=O)=O)=O)=O.[CH:49]1[C:54](C(O)=O)=[CH:53][C:52]2[C:58]([O:60][C:61]3([C:71]4[CH:72]=[CH:73][C:74]([OH:76])=[CH:75][C:70]=4[O:69][C:63]4[CH:64]=[C:65]([OH:68])[CH:66]=[CH:67][C:62]3=4)[C:51]=2[CH:50]=1)=[O:59].F[P-](F)(F)(F)(F)F.N1(O[P+](N(C)C)(N(C)C)N(C)C)C2C=CC=CC=2N=N1.C(N(CC)CC)C.